Dataset: Full USPTO retrosynthesis dataset with 1.9M reactions from patents (1976-2016). Task: Predict the reactants needed to synthesize the given product. Given the product [CH3:29][N:2]([CH3:1])[C:3]([C:5]1[C:15]2[CH2:16][CH2:17][C@@H:18]([C:20]3[CH:25]=[CH:24][C:23]([F:26])=[CH:22][C:21]=3[CH3:27])[O:19][C:14]=2[C:8]2[N:9]=[C:10]([CH3:13])[N:11]([CH3:12])[C:7]=2[CH:6]=1)=[O:4], predict the reactants needed to synthesize it. The reactants are: [CH3:1][N:2]([CH3:29])[C:3]([C:5]1[C:15]([CH2:16][CH2:17][C@H:18]([C:20]2[CH:25]=[CH:24][C:23]([F:26])=[CH:22][C:21]=2[CH3:27])[OH:19])=[C:14](O)[C:8]2[N:9]=[C:10]([CH3:13])[N:11]([CH3:12])[C:7]=2[CH:6]=1)=[O:4].C1(P(C2C=CC=CC=2)C2C=CC=CC=2)C=CC=CC=1.CC(OC(/N=N/C(OC(C)C)=O)=O)C.